Dataset: Forward reaction prediction with 1.9M reactions from USPTO patents (1976-2016). Task: Predict the product of the given reaction. (1) Given the reactants [O:1]=[S:2]1(=[O:32])[C:8]2[CH:9]=[CH:10][CH:11]=[CH:12][C:7]=2[CH2:6][N:5]([C:13]2[CH:22]=[C:21]([CH2:23][CH2:24][C:25](OCC)=O)[C:20]3[C:15](=[CH:16][CH:17]=[C:18]([CH2:30]C)[CH:19]=3)[N:14]=2)[CH2:4][CH2:3]1.ClC1C2C(=CC=C(CC)C=2)[N:37]=C(N2CC3C=CC=CC=3S(=O)(=O)CC2)C=1.C(#N)C=C, predict the reaction product. The product is: [O:32]=[S:2]1(=[O:1])[C:8]2[CH:9]=[CH:10][CH:11]=[CH:12][C:7]=2[CH2:6][N:5]([C:13]2[CH:22]=[C:21]([CH2:23][CH2:24][C:25]#[N:37])[C:20]3[C:15](=[CH:16][CH:17]=[C:18]([CH3:30])[CH:19]=3)[N:14]=2)[CH2:4][CH2:3]1. (2) Given the reactants [CH3:1][N:2]1[CH2:7][CH2:6][N:5]([CH2:8][C:9]2[CH:10]=[C:11](B(O)O)[CH:12]=[CH:13][CH:14]=2)[CH2:4][CH2:3]1.C([O-])([O-])=O.[Na+].[Na+].Br[C:25]1[CH:26]=[C:27]([C:31]2[CH:36]=[C:35]([NH:37][CH3:38])[N:34]=[C:33]([C:39]3[CH:44]=[CH:43][CH:42]=[CH:41][N:40]=3)[CH:32]=2)[CH:28]=[N:29][CH:30]=1.C(Cl)Cl, predict the reaction product. The product is: [CH3:38][NH:37][C:35]1[N:34]=[C:33]([C:39]2[CH:44]=[CH:43][CH:42]=[CH:41][N:40]=2)[CH:32]=[C:31]([C:27]2[CH:28]=[N:29][CH:30]=[C:25]([C:11]3[CH:12]=[CH:13][CH:14]=[C:9]([CH2:8][N:5]4[CH2:6][CH2:7][N:2]([CH3:1])[CH2:3][CH2:4]4)[CH:10]=3)[CH:26]=2)[CH:36]=1.